The task is: Predict the reactants needed to synthesize the given product.. This data is from Full USPTO retrosynthesis dataset with 1.9M reactions from patents (1976-2016). Given the product [C:3]([O:7][C:8]([N:10]1[CH2:14][C@@H:13]([O:15][CH2:20][C:21]2[CH:22]=[CH:23][C:24]([C:25]([O:27][CH3:28])=[O:26])=[CH:29][CH:30]=2)[CH2:12][C@H:11]1[C:16]([OH:18])=[O:17])=[O:9])([CH3:6])([CH3:4])[CH3:5], predict the reactants needed to synthesize it. The reactants are: [H-].[Na+].[C:3]([O:7][C:8]([N:10]1[CH2:14][C@@H:13]([OH:15])[CH2:12][C@H:11]1[C:16]([OH:18])=[O:17])=[O:9])([CH3:6])([CH3:5])[CH3:4].Br[CH2:20][C:21]1[CH:30]=[CH:29][C:24]([C:25]([O:27][CH3:28])=[O:26])=[CH:23][CH:22]=1.